Dataset: Forward reaction prediction with 1.9M reactions from USPTO patents (1976-2016). Task: Predict the product of the given reaction. (1) The product is: [NH2:1][C:2]1[N:3]=[C:4]([C:13]2[CH:18]=[CH:17][C:16]([Cl:19])=[CH:15][C:14]=2[Cl:20])[C:5]2[CH:10]=[C:9]([CH:11]([OH:12])[CH2:21][CH3:22])[S:8][C:6]=2[N:7]=1. Given the reactants [NH2:1][C:2]1[N:3]=[C:4]([C:13]2[CH:18]=[CH:17][C:16]([Cl:19])=[CH:15][C:14]=2[Cl:20])[C:5]2[CH:10]=[C:9]([CH:11]=[O:12])[S:8][C:6]=2[N:7]=1.[CH2:21]([Mg]Br)[CH3:22], predict the reaction product. (2) Given the reactants [N:1]([C:4](=[CH:9][C:10]1[CH:15]=[CH:14][C:13]([O:16][CH3:17])=[C:12]([O:18][CH3:19])[CH:11]=1)[C:5]([O:7][CH3:8])=[O:6])=[N+]=[N-], predict the reaction product. The product is: [CH3:19][O:18][C:12]1[CH:11]=[C:10]2[C:15](=[CH:14][C:13]=1[O:16][CH3:17])[NH:1][C:4]([C:5]([O:7][CH3:8])=[O:6])=[CH:9]2. (3) Given the reactants C(O[C:9](=[O:31])[C@H:10]([NH:23][C:24]([O:26][C:27]([CH3:30])([CH3:29])[CH3:28])=[O:25])[CH2:11][C:12]1[C:20]2[C:15](=[CH:16][CH:17]=[CH:18][CH:19]=2)[N:14]([CH2:21][CH3:22])[CH:13]=1)C1C=CC=CC=1.CCN=C=NCCCN(C)C.Cl.C1C=CC2N(O)N=NC=2C=1.[CH2:54]([O:61][NH2:62])[C:55]1[CH:60]=[CH:59][CH:58]=[CH:57][CH:56]=1, predict the reaction product. The product is: [C:27]([O:26][C:24]([NH:23][C@H:10]([CH2:11][C:12]1[C:20]2[C:15](=[CH:16][CH:17]=[CH:18][CH:19]=2)[N:14]([CH2:21][CH3:22])[CH:13]=1)[C:9]([NH:62][O:61][CH2:54][C:55]1[CH:60]=[CH:59][CH:58]=[CH:57][CH:56]=1)=[O:31])=[O:25])([CH3:29])([CH3:30])[CH3:28]. (4) The product is: [CH2:19]([C:21]([NH:28][C:29]([C:31]1[CH:36]=[CH:35][C:34]([CH:8]2[CH2:9][CH2:11]2)=[C:33]([O:37][CH2:38][C:39]([F:45])([F:44])[C:40]([F:42])([F:43])[F:41])[N:32]=1)=[O:30])([C:24](=[O:27])[NH:25][CH3:26])[CH2:22][CH3:23])[CH3:20]. Given the reactants FC(F)(C(F)(F)F)COC1N=[C:9]([C:11](O)=O)[CH:8]=CC=1.[CH2:19]([C:21]([NH:28][C:29]([C:31]1[CH:36]=[CH:35][CH:34]=[C:33]([O:37][CH2:38][C:39]([F:45])([F:44])[C:40]([F:43])([F:42])[F:41])[N:32]=1)=[O:30])([C:24](=[O:27])[NH:25][CH3:26])[CH2:22][CH3:23])[CH3:20].NC(CC)(CC)C(NC)=O, predict the reaction product.